This data is from TCR-epitope binding with 47,182 pairs between 192 epitopes and 23,139 TCRs. The task is: Binary Classification. Given a T-cell receptor sequence (or CDR3 region) and an epitope sequence, predict whether binding occurs between them. (1) The epitope is YFPLQSYGF. The TCR CDR3 sequence is CASSLGSSGRAPDTQYF. Result: 0 (the TCR does not bind to the epitope). (2) The epitope is VSFIEFVGW. The TCR CDR3 sequence is CASSPGQGGSTEAFF. Result: 0 (the TCR does not bind to the epitope). (3) The epitope is LLSAGIFGA. The TCR CDR3 sequence is CASSSRDRGSYEQYF. Result: 0 (the TCR does not bind to the epitope). (4) The epitope is KRWIIMGLNK. The TCR CDR3 sequence is CASSGEGTEYNSPLHF. Result: 0 (the TCR does not bind to the epitope). (5) The epitope is NYSGVVTTVMF. The TCR CDR3 sequence is CASSEQRESTDTQYF. Result: 0 (the TCR does not bind to the epitope). (6) The epitope is TLIGDCATV. The TCR CDR3 sequence is CASSPLWVAGGRETQYF. Result: 0 (the TCR does not bind to the epitope). (7) The epitope is KRWIIMGLNK. The TCR CDR3 sequence is CASSRGTSDYEQYF. Result: 1 (the TCR binds to the epitope). (8) The TCR CDR3 sequence is CASSQDGTSGFEQFF. The epitope is IPSINVHHY. Result: 0 (the TCR does not bind to the epitope). (9) The epitope is YLQPRTFLL. The TCR CDR3 sequence is CASSTLNSLEAFF. Result: 1 (the TCR binds to the epitope). (10) The TCR CDR3 sequence is CASSFFGGEETQYF. Result: 1 (the TCR binds to the epitope). The epitope is FLPRVFSAV.